Dataset: Retrosynthesis with 50K atom-mapped reactions and 10 reaction types from USPTO. Task: Predict the reactants needed to synthesize the given product. The reactants are: CCOC(=O)C=C(C)CP(=O)(OCC)OCC.CCOc1c(/C(CC)=C(/F)C=O)cc2c(c1Br)C(C)(C)CC=C2C(C)CC. Given the product CCOC(=O)/C=C(C)/C=C/C(F)=C(/CC)c1cc2c(c(Br)c1OCC)C(C)(C)CC=C2C(C)CC, predict the reactants needed to synthesize it.